This data is from Catalyst prediction with 721,799 reactions and 888 catalyst types from USPTO. The task is: Predict which catalyst facilitates the given reaction. (1) Reactant: [Si:1]([O:8][CH:9]1[CH2:13][CH2:12][N:11]([CH2:14][CH:15]([C:18]2[CH:19]=[C:20]([CH:23]=[CH:24][CH:25]=2)[C:21]#[N:22])[NH:16][CH3:17])[CH2:10]1)([C:4]([CH3:7])([CH3:6])[CH3:5])([CH3:3])[CH3:2].C(=O)([O-])[O-].[K+].[K+].[C:32](Cl)(=[O:41])[O:33][CH2:34][C:35]1[CH:40]=[CH:39][CH:38]=[CH:37][CH:36]=1. Product: [CH2:34]([O:33][C:32](=[O:41])[N:16]([C@@H:15]([C:18]1[CH:25]=[CH:24][CH:23]=[C:20]([C:21]#[N:22])[CH:19]=1)[CH2:14][N:11]1[CH2:12][CH2:13][C@H:9]([O:8][Si:1]([C:4]([CH3:7])([CH3:6])[CH3:5])([CH3:2])[CH3:3])[CH2:10]1)[CH3:17])[C:35]1[CH:40]=[CH:39][CH:38]=[CH:37][CH:36]=1. The catalyst class is: 84. (2) Reactant: [F:1][C:2]([F:13])([C:6]1[CH:11]=[CH:10][C:9]([F:12])=[CH:8][N:7]=1)[C:3](O)=O.[NH2:14][C:15]1[C:23]([O:24][CH3:25])=[CH:22][CH:21]=[CH:20][C:16]=1[C:17](O)=[O:18].P(OC1C=CC=CC=1)(OC1C=CC=CC=1)OC1C=CC=CC=1.Cl.[NH2:49]CCC(OCC)=O. Product: [F:1][C:2]([F:13])([C:6]1[CH:11]=[CH:10][C:9]([F:12])=[CH:8][N:7]=1)[C:3]1[N:49]=[C:17]([OH:18])[C:16]2[C:15](=[C:23]([O:24][CH3:25])[CH:22]=[CH:21][CH:20]=2)[N:14]=1. The catalyst class is: 17.